From a dataset of Forward reaction prediction with 1.9M reactions from USPTO patents (1976-2016). Predict the product of the given reaction. (1) Given the reactants [C:1]([O:5][C:6]([N:8]1[CH2:13][CH2:12][N:11]([C:14]2[N:19]=[C:18]([C:20]3[CH:25]=[CH:24][N:23]=[CH:22][C:21]=3[Cl:26])[CH:17]=[CH:16][CH:15]=2)[CH2:10][CH2:9]1)=[O:7])([CH3:4])([CH3:3])[CH3:2].C1C(=O)N([Br:34])C(=O)C1, predict the reaction product. The product is: [C:1]([O:5][C:6]([N:8]1[CH2:13][CH2:12][N:11]([C:14]2[N:19]=[C:18]([C:20]3[CH:25]=[CH:24][N:23]=[CH:22][C:21]=3[Cl:26])[C:17]([Br:34])=[CH:16][CH:15]=2)[CH2:10][CH2:9]1)=[O:7])([CH3:4])([CH3:2])[CH3:3]. (2) The product is: [CH3:12][O:11][C:9]([N:6]1[CH2:7][CH2:8][CH:3]([C:2]([OH:15])=[O:1])[CH2:4][CH:5]1[CH3:13])=[O:10]. Given the reactants [OH:1][CH2:2][CH:3]1[CH2:8][CH2:7][N:6]([C:9]([O:11][CH3:12])=[O:10])[CH:5]([CH3:13])[CH2:4]1.I([O-])(=O)(=O)=[O:15].[Na+], predict the reaction product. (3) Given the reactants O1CCCC1.[CH3:6][O:7][C:8]1[CH:13]=[C:12]([CH2:14][O:15][CH3:16])[CH:11]=[C:10]([O:17][CH3:18])[C:9]=1[C:19]1[N:20]2[N:26]=[C:25]([O:27][CH3:28])[C:24]([NH:29][C:30]([C:32]3([OH:35])[CH2:34][CH2:33]3)=O)=[C:21]2[S:22][CH:23]=1.B#B.Cl, predict the reaction product. The product is: [CH3:18][O:17][C:10]1[CH:11]=[C:12]([CH2:14][O:15][CH3:16])[CH:13]=[C:8]([O:7][CH3:6])[C:9]=1[C:19]1[N:20]2[N:26]=[C:25]([O:27][CH3:28])[C:24]([NH:29][CH2:30][C:32]3([OH:35])[CH2:33][CH2:34]3)=[C:21]2[S:22][CH:23]=1. (4) Given the reactants [Cl:1][C:2]1[C:7]2=[N:8][C:9]([OH:13])=[C:10]([CH3:12])[N:11]=[C:6]2[CH:5]=[CH:4][N:3]=1.CCN(C(C)C)C(C)C.[CH3:23][S:24](Cl)(=[O:26])=[O:25], predict the reaction product. The product is: [CH3:23][S:24]([O:13][C:9]1[N:8]=[C:7]2[C:2]([Cl:1])=[N:3][CH:4]=[CH:5][C:6]2=[N:11][C:10]=1[CH3:12])(=[O:26])=[O:25]. (5) Given the reactants [O-]S(C(F)(F)F)(=O)=O.[Mg+2].[O-]S(C(F)(F)F)(=O)=O.[C:18]1([CH:24]2[C:27]3([CH2:29][O:28]3)[O:26][CH2:25]2)[CH:23]=[CH:22][CH:21]=[CH:20][CH:19]=1.[NH:30]1[CH:34]=[N:33][CH:32]=[N:31]1, predict the reaction product. The product is: [OH:28][CH2:29][C:27]1([N:30]2[CH:34]=[N:33][CH:32]=[N:31]2)[CH:24]([C:18]2[CH:23]=[CH:22][CH:21]=[CH:20][CH:19]=2)[CH2:25][O:26]1. (6) Given the reactants [CH2:1]([N:8]1[C:16]2[C:15]3=[N:17][C@H:18]([CH2:20][C:21]4[CH:26]=[CH:25][CH:24]=[CH:23][CH:22]=4)[CH2:19][N:14]3[C:13](=[O:27])[N:12]([CH2:28][CH2:29][CH3:30])[C:11]=2[N:10]=[C:9]1C(OC)=O)[C:2]1[CH:7]=[CH:6][CH:5]=[CH:4][CH:3]=1.[CH3:35][Mg]Br.C([O:40][CH2:41][CH3:42])C, predict the reaction product. The product is: [CH2:1]([N:8]1[C:16]2[C:15]3=[N:17][C@H:18]([CH2:20][C:21]4[CH:22]=[CH:23][CH:24]=[CH:25][CH:26]=4)[CH2:19][N:14]3[C:13](=[O:27])[N:12]([CH2:28][CH2:29][CH3:30])[C:11]=2[N:10]=[C:9]1[C:41]([OH:40])([CH3:42])[CH3:35])[C:2]1[CH:7]=[CH:6][CH:5]=[CH:4][CH:3]=1. (7) Given the reactants [NH2:1][C:2]1[CH:3]=[C:4]([CH:21]=[CH:22][C:23]=1[F:24])[O:5][C:6]1[CH:7]=[CH:8][C:9]2[N:10]([CH:12]=[C:13]([NH:15][C:16]([CH:18]3[CH2:20][CH2:19]3)=[O:17])[N:14]=2)[N:11]=1.[CH3:25][N:26]1[CH:30]=[CH:29][N:28]=[C:27]1[C:31](O)=[O:32].Cl.C(N=C=NCCCN(C)C)C.ON1C2C=CC=CC=2N=N1.C(=O)([O-])O.[Na+], predict the reaction product. The product is: [CH:18]1([C:16]([NH:15][C:13]2[N:14]=[C:9]3[CH:8]=[CH:7][C:6]([O:5][C:4]4[CH:21]=[CH:22][C:23]([F:24])=[C:2]([NH:1][C:31]([C:27]5[N:26]([CH3:25])[CH:30]=[CH:29][N:28]=5)=[O:32])[CH:3]=4)=[N:11][N:10]3[CH:12]=2)=[O:17])[CH2:20][CH2:19]1. (8) Given the reactants [S:1]1[CH:5]=[CH:4][C:3](B(O)O)=[CH:2]1.Br[C:10]1[C:11]([NH:24][CH:25]2[CH2:30][CH2:29][N:28]([CH2:31][C:32]3[CH:37]=[CH:36][CH:35]=[CH:34][CH:33]=3)[CH2:27][CH2:26]2)=[N:12][C:13]([NH:16][CH2:17][C:18]2[CH:23]=[CH:22][CH:21]=[CH:20][N:19]=2)=[N:14][CH:15]=1.C(=O)([O-])[O-].[K+].[K+], predict the reaction product. The product is: [CH2:31]([N:28]1[CH2:29][CH2:30][CH:25]([NH:24][C:11]2[C:10]([C:3]3[CH:4]=[CH:5][S:1][CH:2]=3)=[CH:15][N:14]=[C:13]([NH:16][CH2:17][C:18]3[CH:23]=[CH:22][CH:21]=[CH:20][N:19]=3)[N:12]=2)[CH2:26][CH2:27]1)[C:32]1[CH:37]=[CH:36][CH:35]=[CH:34][CH:33]=1. (9) Given the reactants [C:1]1(B(O)O)[C:10]2[C:5](=CC=CC=2)C=CC=1.[Li].[OH-].[Na+].N[CH2:18][CH2:19][C:20](O)=O.[CH2:23]([N:25]=C=NCCCN(C)C)[CH3:24].ON1C2C=CC=CC=2N=N1.F[P-](F)(F)(F)(F)F.N1(O[P+](N2CCCC2)(N2CCCC2)N2CCCC2)C2C=CC=CC=2N=N1, predict the reaction product. The product is: [CH:19]([N:25]([CH:10]([CH3:1])[CH3:5])[CH2:23][CH3:24])([CH3:18])[CH3:20].